Dataset: Full USPTO retrosynthesis dataset with 1.9M reactions from patents (1976-2016). Task: Predict the reactants needed to synthesize the given product. Given the product [CH3:36][O:35][C:33]([NH:2][C@@H:3]1[CH2:7][CH2:6][N:5]([C:8]2[CH:13]=[CH:12][C:11]([N:14]3[CH2:18][C@H:17]([CH2:19][N:20]4[CH:24]=[CH:23][N:22]=[N:21]4)[O:16][C:15]3=[O:25])=[CH:10][C:9]=2[F:26])[CH2:4]1)=[O:34], predict the reactants needed to synthesize it. The reactants are: Cl.[NH2:2][C@@H:3]1[CH2:7][CH2:6][N:5]([C:8]2[CH:13]=[CH:12][C:11]([N:14]3[CH2:18][C@H:17]([CH2:19][N:20]4[CH:24]=[CH:23][N:22]=[N:21]4)[O:16][C:15]3=[O:25])=[CH:10][C:9]=2[F:26])[CH2:4]1.C(=O)(O)[O-].[Na+].Cl[C:33]([O:35][CH3:36])=[O:34].